From a dataset of Forward reaction prediction with 1.9M reactions from USPTO patents (1976-2016). Predict the product of the given reaction. (1) Given the reactants C([Li])CCC.CCCCCC.C(OP([CH2:20][C:21]([O:23][CH2:24][CH3:25])=[O:22])(OCC)=O)C.[Si:26]([O:33][CH2:34][C:35](=O)[CH3:36])([C:29]([CH3:32])([CH3:31])[CH3:30])([CH3:28])[CH3:27].Cl, predict the reaction product. The product is: [Si:26]([O:33][CH2:34][C:35]([CH3:36])=[CH:20][C:21]([O:23][CH2:24][CH3:25])=[O:22])([C:29]([CH3:30])([CH3:31])[CH3:32])([CH3:28])[CH3:27]. (2) The product is: [CH3:21][N:6]1[CH2:5][CH2:4][N:3]([C:7]2[CH:8]=[CH:9][C:10]([CH:13]([CH3:18])[C:14]([O:16][CH3:17])=[O:15])=[CH:11][CH:12]=2)[C:2]1=[O:1]. Given the reactants [O:1]=[C:2]1[NH:6][CH2:5][CH2:4][N:3]1[C:7]1[CH:12]=[CH:11][C:10]([CH:13]([CH3:18])[C:14]([O:16][CH3:17])=[O:15])=[CH:9][CH:8]=1.[H-].[Na+].[CH3:21]I.O, predict the reaction product. (3) Given the reactants Br[C:2]1[CH:3]=[C:4]2[C:9](=[CH:10][CH:11]=1)[C:8]([CH:12]([F:14])[F:13])=[C:7]([O:15][C@H:16]1[CH2:21][CH2:20][C@@H:19]([CH3:22])[CH2:18][CH2:17]1)[CH:6]=[CH:5]2.[Li]CCCC.CN([CH:31]=[O:32])C, predict the reaction product. The product is: [F:13][CH:12]([F:14])[C:8]1[C:7]([O:15][C@H:16]2[CH2:21][CH2:20][C@@H:19]([CH3:22])[CH2:18][CH2:17]2)=[CH:6][CH:5]=[C:4]2[C:9]=1[CH:10]=[CH:11][C:2]([CH:31]=[O:32])=[CH:3]2. (4) Given the reactants [C:1]([OH:9])(=O)[C:2]1[CH:7]=[CH:6][CH:5]=[N:4][CH:3]=1.CCN=C=NCCCN(C)C.Cl.C1C=CC2N(O)N=NC=2C=1.O.[NH:33]=[C:34]1[N:38]([CH:39]2[CH2:44][CH2:43][N:42]([C:45]([O:47][C:48]([CH3:51])([CH3:50])[CH3:49])=[O:46])[CH2:41][CH2:40]2)[C:37]2[CH:52]=[CH:53][CH:54]=[CH:55][C:36]=2[NH:35]1.C([O-])(O)=O.[Na+], predict the reaction product. The product is: [C:1]([NH:33][C:34]1[N:38]([CH:39]2[CH2:40][CH2:41][N:42]([C:45]([O:47][C:48]([CH3:49])([CH3:50])[CH3:51])=[O:46])[CH2:43][CH2:44]2)[C:37]2[CH:52]=[CH:53][CH:54]=[CH:55][C:36]=2[N:35]=1)(=[O:9])[C:2]1[CH:7]=[CH:6][CH:5]=[N:4][CH:3]=1. (5) Given the reactants Br[C:2]1[CH:7]=[C:6]([N+:8]([O-:10])=[O:9])[CH:5]=[CH:4][C:3]=1[O:11][CH3:12].[CH2:13]([O:15][C:16]([C:18]1[CH:23]=[CH:22][C:21](B(O)O)=[CH:20][CH:19]=1)=[O:17])[CH3:14].C(=O)([O-])[O-].[Cs+].[Cs+], predict the reaction product. The product is: [CH2:13]([O:15][C:16]([C:18]1[CH:23]=[CH:22][C:21]([C:2]2[CH:7]=[C:6]([N+:8]([O-:10])=[O:9])[CH:5]=[CH:4][C:3]=2[O:11][CH3:12])=[CH:20][CH:19]=1)=[O:17])[CH3:14]. (6) Given the reactants Br[C:2]1[C:3]([CH3:16])=[C:4]([C:10]2[CH:15]=[CH:14][CH:13]=[CH:12][CH:11]=2)[C:5]([CH3:9])=[CH:6][C:7]=1[CH3:8].[H-].[Na+].Br[C:20]1[CH:25]=[CH:24][CH:23]=[CH:22][C:21]=1[OH:26], predict the reaction product. The product is: [CH3:16][C:3]1[C:4]([C:10]2[CH:15]=[CH:14][CH:13]=[CH:12][CH:11]=2)=[C:5]([CH3:9])[CH:6]=[C:7]([CH3:8])[C:2]=1[C:20]1[C:21]([OH:26])=[CH:22][CH:23]=[CH:24][CH:25]=1. (7) Given the reactants [CH3:1][N:2]1[CH2:7][CH:6]=[C:5]([C:8]([O:10][CH2:11][CH3:12])=[O:9])[CH2:4][CH2:3]1.[CH3:13][C:14]1[CH:19]=[CH:18][CH:17]=[CH:16][C:15]=1[Mg]Br.[Cl-].[NH4+].C(OCC)(=O)C, predict the reaction product. The product is: [CH3:1][N:2]1[CH2:3][CH2:4][CH:5]([C:8]([O:10][CH2:11][CH3:12])=[O:9])[CH:6]([C:15]2[CH:16]=[CH:17][CH:18]=[CH:19][C:14]=2[CH3:13])[CH2:7]1. (8) The product is: [CH2:1]1[C:9]2[C:4](=[CH:5][C:6]([O:10][CH2:11][CH:13]3[CH2:14][O:15]3)=[CH:7][CH:8]=2)[CH2:3][CH2:2]1. Given the reactants [CH2:1]1[C:9]2[C:4](=[CH:5][C:6]([OH:10])=[CH:7][CH:8]=2)[CH2:3][CH2:2]1.[CH2:11]([CH:13]1[O:15][CH2:14]1)Cl, predict the reaction product.